Dataset: Peptide-MHC class I binding affinity with 185,985 pairs from IEDB/IMGT. Task: Regression. Given a peptide amino acid sequence and an MHC pseudo amino acid sequence, predict their binding affinity value. This is MHC class I binding data. (1) The binding affinity (normalized) is 0.568. The MHC is Mamu-B6601 with pseudo-sequence Mamu-B6601. The peptide sequence is YTYEAYVRY. (2) The peptide sequence is TSPLTTGQTL. The MHC is Patr-B0101 with pseudo-sequence Patr-B0101. The binding affinity (normalized) is 0.526. (3) The peptide sequence is TPSGTWLTY. The MHC is HLA-A31:01 with pseudo-sequence HLA-A31:01. The binding affinity (normalized) is 0.0847. (4) The peptide sequence is VMAASGAPF. The MHC is HLA-A68:02 with pseudo-sequence HLA-A68:02. The binding affinity (normalized) is 0.0847.